This data is from Reaction yield outcomes from USPTO patents with 853,638 reactions. The task is: Predict the reaction yield, written as a fraction of the theoretical maximum amount of product (1.0 means a 100% yield; for example, 0.34 means a 34% yield). (1) The yield is 0.610. The reactants are [C:1]([O:5][C:6]([N:8]1[C:16]2[C:11](=[CH:12][C:13]([CH:17]=[CH2:18])=[CH:14][CH:15]=2)[CH2:10][CH2:9]1)=[O:7])([CH3:4])([CH3:3])[CH3:2].Br[CH:20]([C:25]1[CH:26]=[C:27]([Cl:33])[C:28]([F:32])=[C:29]([Cl:31])[CH:30]=1)[C:21]([F:24])([F:23])[F:22].N1C=CC=CC=1C1C=CC=CN=1. The catalyst is ClC1C=CC=CC=1Cl.Cl[Cu]. The product is [Cl:31][C:29]1[CH:30]=[C:25]([CH:20]([C:21]([F:24])([F:23])[F:22])/[CH:18]=[CH:17]/[C:13]2[CH:12]=[C:11]3[C:16](=[CH:15][CH:14]=2)[N:8]([C:6]([O:5][C:1]([CH3:4])([CH3:3])[CH3:2])=[O:7])[CH2:9][CH2:10]3)[CH:26]=[C:27]([Cl:33])[C:28]=1[F:32]. (2) The reactants are [OH-].[Na+].O.[CH2:4]([SH:6])[CH3:5].[CH3:7][C:8]1([CH3:31])[O:12][N:11]=[C:10]([S:13][CH2:14][C:15]2[C:16]([C:27]([F:30])([F:29])[F:28])=[N:17][N:18]([C:21]3[CH:26]=[CH:25][CH:24]=[CH:23][CH:22]=3)[C:19]=2F)[CH2:9]1. The catalyst is CN(C)C=O. The product is [CH3:7][C:8]1([CH3:31])[O:12][N:11]=[C:10]([S:13][CH2:14][C:15]2[C:16]([C:27]([F:30])([F:29])[F:28])=[N:17][N:18]([C:21]3[CH:26]=[CH:25][CH:24]=[CH:23][CH:22]=3)[C:19]=2[S:6][CH2:4][CH3:5])[CH2:9]1. The yield is 1.00. (3) The reactants are [CH3:1][N:2]1[C:10]2[C:9](=[O:11])[CH2:8][CH2:7][C:6]([CH3:13])([CH3:12])[C:5]=2[C:4]([C:14]([O:16][CH2:17][CH3:18])=[O:15])=[N:3]1.C(O[CH:24](OC(C)(C)C)[N:25]([CH3:27])[CH3:26])(C)(C)C. The catalyst is CN(C)C=O. The product is [CH3:24][N:25]([CH:27]=[C:8]1[C:9](=[O:11])[C:10]2[N:2]([CH3:1])[N:3]=[C:4]([C:14]([O:16][CH2:17][CH3:18])=[O:15])[C:5]=2[C:6]([CH3:13])([CH3:12])[CH2:7]1)[CH3:26]. The yield is 0.870. (4) The reactants are [C:1]([NH:5][S:6]([CH2:9][C:10]([OH:12])=O)(=[O:8])=[O:7])([CH3:4])([CH3:3])[CH3:2].[CH:13]1[CH:14]=[CH:15][C:16]2N(O)N=[N:19][C:17]=2[CH:18]=1.CCN=C=NCCCN(C)C.NC1C=CC=CC=1. The catalyst is C1COCC1. The product is [C:1]([NH:5][S:6]([CH2:9][C:10]([NH:19][C:17]1[CH:18]=[CH:13][CH:14]=[CH:15][CH:16]=1)=[O:12])(=[O:7])=[O:8])([CH3:2])([CH3:3])[CH3:4]. The yield is 0.510.